This data is from Reaction yield outcomes from USPTO patents with 853,638 reactions. The task is: Predict the reaction yield, written as a fraction of the theoretical maximum amount of product (1.0 means a 100% yield; for example, 0.34 means a 34% yield). (1) The reactants are C(N(CC)CC)C.[CH:8]([C:10]1[C:18]2[C:13](=[CH:14][CH:15]=[CH:16][CH:17]=2)[N:12](C(OC(C)(C)C)=O)[CH:11]=1)=[O:9].[CH3:26][O:27][C:28]1[CH:29]=[C:30]([CH:39]=[CH:40][CH:41]=1)[N:31]=[CH:32][C:33]1[CH:37]=[C:36]([CH3:38])[O:35][N:34]=1. The catalyst is [Cl-].C([N+]1C(C)=C(CCO)SC=1)C1C=CC=CC=1.C(O)C. The product is [NH:12]1[C:13]2[C:18](=[CH:17][CH:16]=[CH:15][CH:14]=2)[C:10]([C:8](=[O:9])[CH:32]([NH:31][C:30]2[CH:39]=[CH:40][CH:41]=[C:28]([O:27][CH3:26])[CH:29]=2)[C:33]2[CH:37]=[C:36]([CH3:38])[O:35][N:34]=2)=[CH:11]1. The yield is 0.290. (2) The reactants are [F:1][C:2]1[CH:7]=[CH:6][C:5]([C:8]2[O:9][CH:10]=[C:11]([C:13]([CH3:17])([CH3:16])[CH2:14][NH2:15])[N:12]=2)=[CH:4][CH:3]=1.[CH3:18][O:19][C:20]1[CH:28]=[CH:27][C:26]([C:29]2[N:33]=[C:32]([C:34]([F:37])([F:36])[F:35])[O:31][N:30]=2)=[CH:25][C:21]=1[C:22](O)=[O:23]. No catalyst specified. The product is [F:1][C:2]1[CH:3]=[CH:4][C:5]([C:8]2[O:9][CH:10]=[C:11]([C:13]([CH3:17])([CH3:16])[CH2:14][NH:15][C:22](=[O:23])[C:21]3[CH:25]=[C:26]([C:29]4[N:33]=[C:32]([C:34]([F:37])([F:36])[F:35])[O:31][N:30]=4)[CH:27]=[CH:28][C:20]=3[O:19][CH3:18])[N:12]=2)=[CH:6][CH:7]=1. The yield is 0.360. (3) The reactants are Br[C:2]1[S:11][C:5]2[S:6][C:7](Br)=[C:8]([Br:9])[C:4]=2[C:3]=1[Br:12].C(O)(=O)C. The catalyst is [Zn].O. The product is [Br:9][C:8]1[C:4]2[C:3]([Br:12])=[CH:2][S:11][C:5]=2[S:6][CH:7]=1. The yield is 0.720. (4) The reactants are [F:1][C:2]1[C:7]([F:8])=[C:6]([N:9]2[CH2:14][CH2:13][O:12][CH2:11][CH2:10]2)[CH:5]=[CH:4][C:3]=1[NH:15][N:16]=[C:17]([C:22](=[O:26])[CH2:23][O:24][CH3:25])[C:18]([O:20][CH3:21])=[O:19].[CH3:27]OC(OC)N(C)C. No catalyst specified. The product is [F:1][C:2]1[C:7]([F:8])=[C:6]([N:9]2[CH2:14][CH2:13][O:12][CH2:11][CH2:10]2)[CH:5]=[CH:4][C:3]=1[N:15]1[CH:27]=[C:23]([O:24][CH3:25])[C:22](=[O:26])[C:17]([C:18]([O:20][CH3:21])=[O:19])=[N:16]1. The yield is 0.840. (5) The catalyst is O1CCOCC1.Cl[Pd]Cl. The reactants are Br[C:2]1[CH:3]=[C:4]([NH:10][C:11]2[CH:23]=[C:14]3[CH2:15][N:16]([CH:19]4[CH2:22][O:21][CH2:20]4)[CH2:17][CH2:18][N:13]3[N:12]=2)[C:5](=[O:9])[N:6]([CH3:8])[CH:7]=1.CC1(C)C(C)(C)[O:28][B:27](B2OC(C)(C)C(C)(C)O2)[O:26]1.CC(O[K])=O. The yield is 0.330. The product is [CH3:8][N:6]1[C:5](=[O:9])[C:4]([NH:10][C:11]2[CH:23]=[C:14]3[CH2:15][N:16]([CH:19]4[CH2:22][O:21][CH2:20]4)[CH2:17][CH2:18][N:13]3[N:12]=2)=[CH:3][C:2]([B:27]([OH:28])[OH:26])=[CH:7]1. (6) The reactants are C(NCC(C1C=CC=C(OC)C=1)O)C1C=CC=CC=1.ClCC(Cl)=O.[CH2:25]([N:32]([CH2:37][CH:38]([OH:47])[C:39]1[CH:44]=[CH:43][CH:42]=[C:41]([O:45][CH3:46])[CH:40]=1)[C:33](=[O:36])[CH2:34]Cl)[C:26]1[CH:31]=[CH:30][CH:29]=[CH:28][CH:27]=1.[OH-].[K+]. The catalyst is ClCCl.C(O)(C)C. The product is [CH2:25]([N:32]1[CH2:37][CH:38]([C:39]2[CH:44]=[CH:43][CH:42]=[C:41]([O:45][CH3:46])[CH:40]=2)[O:47][CH2:34][C:33]1=[O:36])[C:26]1[CH:31]=[CH:30][CH:29]=[CH:28][CH:27]=1. The yield is 0.990. (7) The reactants are [Cl:1][C:2]1[CH:31]=[CH:30][C:5]([CH2:6][NH:7][C:8]([C:10]2[C:19](=[O:20])[C:18]3[C:13](=[C:14](I)[CH:15]=[C:16]([CH2:21][N:22]4[CH2:27][CH2:26][O:25][CH2:24][CH2:23]4)[CH:17]=3)[N:12]([CH3:29])[CH:11]=2)=[O:9])=[CH:4][CH:3]=1.[CH2:32]([C@@H:36]1[CH2:40][O:39][C:38](=[O:41])[NH:37]1)[CH2:33][C:34]#[CH:35].CN(C=O)C. The catalyst is N(CC)CC.Cl[Pd](Cl)([P](C1C=CC=CC=1)(C1C=CC=CC=1)C1C=CC=CC=1)[P](C1C=CC=CC=1)(C1C=CC=CC=1)C1C=CC=CC=1.[Cu]I. The product is [Cl:1][C:2]1[CH:31]=[CH:30][C:5]([CH2:6][NH:7][C:8]([C:10]2[C:19](=[O:20])[C:18]3[C:13](=[C:14]([C:35]#[C:34][CH2:33][CH2:32][C@@H:36]4[CH2:40][O:39][C:38](=[O:41])[NH:37]4)[CH:15]=[C:16]([CH2:21][N:22]4[CH2:27][CH2:26][O:25][CH2:24][CH2:23]4)[CH:17]=3)[N:12]([CH3:29])[CH:11]=2)=[O:9])=[CH:4][CH:3]=1. The yield is 0.310.